From a dataset of Forward reaction prediction with 1.9M reactions from USPTO patents (1976-2016). Predict the product of the given reaction. Given the reactants [F:1][CH:2]([F:37])[C:3]1[N:7]([C:8]2[N:13]=[C:12](S(C)(=O)=O)[N:11]=[C:10]([N:18]3[CH2:23][CH2:22][N:21]([C:24]([O:26][C:27]([CH3:30])([CH3:29])[CH3:28])=[O:25])[CH2:20][CH2:19]3)[CH:9]=2)[C:6]2[CH:31]=[CH:32][CH:33]=[C:34]([O:35][CH3:36])[C:5]=2[N:4]=1.[NH:38]1[CH2:43][CH2:42][O:41][CH2:40][CH2:39]1.O, predict the reaction product. The product is: [F:1][CH:2]([F:37])[C:3]1[N:7]([C:8]2[N:13]=[C:12]([N:38]3[CH2:43][CH2:42][O:41][CH2:40][CH2:39]3)[N:11]=[C:10]([N:18]3[CH2:23][CH2:22][N:21]([C:24]([O:26][C:27]([CH3:30])([CH3:29])[CH3:28])=[O:25])[CH2:20][CH2:19]3)[CH:9]=2)[C:6]2[CH:31]=[CH:32][CH:33]=[C:34]([O:35][CH3:36])[C:5]=2[N:4]=1.